From a dataset of NCI-60 drug combinations with 297,098 pairs across 59 cell lines. Regression. Given two drug SMILES strings and cell line genomic features, predict the synergy score measuring deviation from expected non-interaction effect. Drug 1: CC1CCC2CC(C(=CC=CC=CC(CC(C(=O)C(C(C(=CC(C(=O)CC(OC(=O)C3CCCCN3C(=O)C(=O)C1(O2)O)C(C)CC4CCC(C(C4)OC)OCCO)C)C)O)OC)C)C)C)OC. Drug 2: CC1C(C(CC(O1)OC2CC(CC3=C2C(=C4C(=C3O)C(=O)C5=C(C4=O)C(=CC=C5)OC)O)(C(=O)CO)O)N)O.Cl. Cell line: NCI-H322M. Synergy scores: CSS=35.1, Synergy_ZIP=-1.87, Synergy_Bliss=1.17, Synergy_Loewe=2.97, Synergy_HSA=4.10.